This data is from Serine/threonine kinase 33 screen with 319,792 compounds. The task is: Binary Classification. Given a drug SMILES string, predict its activity (active/inactive) in a high-throughput screening assay against a specified biological target. The compound is Clc1cc(COC(=O)CNC(=O)c2occc2)ccc1. The result is 0 (inactive).